Regression. Given two drug SMILES strings and cell line genomic features, predict the synergy score measuring deviation from expected non-interaction effect. From a dataset of NCI-60 drug combinations with 297,098 pairs across 59 cell lines. (1) Drug 1: C1=NC2=C(N=C(N=C2N1C3C(C(C(O3)CO)O)O)F)N. Drug 2: COCCOC1=C(C=C2C(=C1)C(=NC=N2)NC3=CC=CC(=C3)C#C)OCCOC.Cl. Cell line: NCI-H226. Synergy scores: CSS=-0.677, Synergy_ZIP=-0.441, Synergy_Bliss=-2.31, Synergy_Loewe=-7.38, Synergy_HSA=-4.98. (2) Drug 1: C1=CC(=CC=C1CCC2=CNC3=C2C(=O)NC(=N3)N)C(=O)NC(CCC(=O)O)C(=O)O. Drug 2: C1=CC=C(C=C1)NC(=O)CCCCCCC(=O)NO. Cell line: T-47D. Synergy scores: CSS=6.85, Synergy_ZIP=-3.83, Synergy_Bliss=-5.04, Synergy_Loewe=-1.84, Synergy_HSA=-2.06. (3) Drug 1: CCC1(CC2CC(C3=C(CCN(C2)C1)C4=CC=CC=C4N3)(C5=C(C=C6C(=C5)C78CCN9C7C(C=CC9)(C(C(C8N6C)(C(=O)OC)O)OC(=O)C)CC)OC)C(=O)OC)O.OS(=O)(=O)O. Drug 2: C(CN)CNCCSP(=O)(O)O. Cell line: MCF7. Synergy scores: CSS=-0.508, Synergy_ZIP=0.939, Synergy_Bliss=-0.593, Synergy_Loewe=-0.808, Synergy_HSA=-1.79. (4) Drug 1: C1CCC(C(C1)N)N.C(=O)(C(=O)[O-])[O-].[Pt+4]. Drug 2: C(CCl)NC(=O)N(CCCl)N=O. Cell line: U251. Synergy scores: CSS=27.4, Synergy_ZIP=-10.9, Synergy_Bliss=-1.26, Synergy_Loewe=0.301, Synergy_HSA=-0.125. (5) Drug 1: CN1CCC(CC1)COC2=C(C=C3C(=C2)N=CN=C3NC4=C(C=C(C=C4)Br)F)OC. Drug 2: C1=CC(=CC=C1C#N)C(C2=CC=C(C=C2)C#N)N3C=NC=N3. Cell line: MDA-MB-231. Synergy scores: CSS=5.19, Synergy_ZIP=-3.40, Synergy_Bliss=-5.40, Synergy_Loewe=-4.83, Synergy_HSA=-5.36. (6) Drug 1: CC1=CC2C(CCC3(C2CCC3(C(=O)C)OC(=O)C)C)C4(C1=CC(=O)CC4)C. Drug 2: C(CC(=O)O)C(=O)CN.Cl. Cell line: UO-31. Synergy scores: CSS=7.56, Synergy_ZIP=-0.355, Synergy_Bliss=5.43, Synergy_Loewe=4.87, Synergy_HSA=4.87. (7) Drug 1: CN1CCC(CC1)COC2=C(C=C3C(=C2)N=CN=C3NC4=C(C=C(C=C4)Br)F)OC. Drug 2: COC1=NC(=NC2=C1N=CN2C3C(C(C(O3)CO)O)O)N. Cell line: RPMI-8226. Synergy scores: CSS=-12.2, Synergy_ZIP=6.97, Synergy_Bliss=4.22, Synergy_Loewe=-11.1, Synergy_HSA=-5.54.